Dataset: NCI-60 drug combinations with 297,098 pairs across 59 cell lines. Task: Regression. Given two drug SMILES strings and cell line genomic features, predict the synergy score measuring deviation from expected non-interaction effect. (1) Drug 2: CC1=C(C=C(C=C1)C(=O)NC2=CC(=CC(=C2)C(F)(F)F)N3C=C(N=C3)C)NC4=NC=CC(=N4)C5=CN=CC=C5. Synergy scores: CSS=-3.93, Synergy_ZIP=4.16, Synergy_Bliss=4.80, Synergy_Loewe=-1.10, Synergy_HSA=-1.37. Cell line: OVCAR-5. Drug 1: C(=O)(N)NO. (2) Cell line: HT29. Drug 1: C1CCC(CC1)NC(=O)N(CCCl)N=O. Synergy scores: CSS=24.9, Synergy_ZIP=-4.22, Synergy_Bliss=7.58, Synergy_Loewe=2.47, Synergy_HSA=4.80. Drug 2: CN(CCCl)CCCl.Cl.